This data is from Catalyst prediction with 721,799 reactions and 888 catalyst types from USPTO. The task is: Predict which catalyst facilitates the given reaction. (1) Reactant: [NH:1]1[CH2:6][CH2:5][CH2:4][CH2:3][CH2:2]1.[C:7]([C:9]1[CH:10]=[C:11]2[C:16](=[CH:17][C:18]=1[O:19][CH2:20][CH:21]1[CH2:23][O:22]1)[N:15]=[CH:14][CH:13]=[C:12]2[O:24][C:25]1[CH:30]=[CH:29][C:28]([NH:31][C:32]([NH:34][C:35]2[CH:40]=[CH:39][C:38]([F:41])=[CH:37][CH:36]=2)=[O:33])=[C:27]([F:42])[CH:26]=1)#[N:8]. Product: [C:7]([C:9]1[CH:10]=[C:11]2[C:16](=[CH:17][C:18]=1[O:19][CH2:20][CH:21]([OH:22])[CH2:23][N:1]1[CH2:6][CH2:5][CH2:4][CH2:3][CH2:2]1)[N:15]=[CH:14][CH:13]=[C:12]2[O:24][C:25]1[CH:30]=[CH:29][C:28]([NH:31][C:32]([NH:34][C:35]2[CH:40]=[CH:39][C:38]([F:41])=[CH:37][CH:36]=2)=[O:33])=[C:27]([F:42])[CH:26]=1)#[N:8]. The catalyst class is: 7. (2) Reactant: [CH:1]12[CH2:10][CH:5]3[CH2:6][CH:7]([CH2:9][CH:3]([CH2:4]3)[CH:2]1[NH:11][C:12](=[O:18])[C@H:13]1[CH2:17][CH2:16][CH2:15][NH:14]1)[CH2:8]2.C(N(CC)CC)C.[C:26](Cl)(=[O:28])[CH3:27]. Product: [CH:1]12[CH2:8][CH:7]3[CH2:6][CH:5]([CH2:4][CH:3]([CH2:9]3)[CH:2]1[NH:11][C:12](=[O:18])[C@H:13]1[CH2:17][CH2:16][CH2:15][N:14]1[C:26](=[O:28])[CH3:27])[CH2:10]2. The catalyst class is: 49. (3) Reactant: [Si:1]([O:8][CH2:9][C:10]1[O:14][N:13]=[C:12]([C:15]([NH:17][NH2:18])=O)[CH:11]=1)([C:4]([CH3:7])([CH3:6])[CH3:5])([CH3:3])[CH3:2].[CH3:19][C:20]1[CH:25]=[CH:24][C:23]([S:26]([O:29][C:30]2[NH:34][N:33]=[C:32]([CH:35]=O)[C:31]=2[C:37]([CH3:40])([CH3:39])[CH3:38])(=[O:28])=[O:27])=[CH:22][CH:21]=1. Product: [CH3:19][C:20]1[CH:21]=[CH:22][C:23]([S:26]([O:29][C:30]2[C:31]([C:37]([CH3:40])([CH3:38])[CH3:39])=[C:32]3[N:33]([C:15]([C:12]4[CH:11]=[C:10]([CH2:9][O:8][Si:1]([C:4]([CH3:7])([CH3:6])[CH3:5])([CH3:2])[CH3:3])[O:14][N:13]=4)=[N:17][N:18]=[CH:35]3)[N:34]=2)(=[O:27])=[O:28])=[CH:24][CH:25]=1. The catalyst class is: 113. (4) Reactant: [OH:1][CH2:2][CH2:3][CH2:4][O:5][C:6]1[CH:14]=[CH:13][C:9]([C:10]([NH2:12])=[S:11])=[CH:8][N:7]=1.Br[CH2:16][C:17](=O)[CH2:18][CH3:19].C(N(CC)CC)C. Product: [CH2:18]([C:17]1[N:12]=[C:10]([C:9]2[CH:13]=[CH:14][C:6]([O:5][CH2:4][CH2:3][CH2:2][OH:1])=[N:7][CH:8]=2)[S:11][CH:16]=1)[CH3:19]. The catalyst class is: 14. (5) Reactant: [C:1]1([CH:8]=[CH:7][C:5]([OH:6])=[CH:4][CH:3]=1)[OH:2].[H-].[Na+].[CH2:11](Br)[CH3:12]. Product: [CH2:11]([O:2][C:1]1[CH:8]=[CH:7][C:5]([OH:6])=[CH:4][CH:3]=1)[CH3:12]. The catalyst class is: 7.